This data is from Catalyst prediction with 721,799 reactions and 888 catalyst types from USPTO. The task is: Predict which catalyst facilitates the given reaction. (1) Reactant: [OH:1][CH2:2][C:3]12[CH2:8][CH:6]([CH2:7]1)[CH2:5][N:4]2[C:9]([O:11][CH2:12][C:13]1[CH:18]=[CH:17][CH:16]=[CH:15][CH:14]=1)=[O:10]. Product: [CH:2]([C:3]12[CH2:7][CH:6]([CH2:8]1)[CH2:5][N:4]2[C:9]([O:11][CH2:12][C:13]1[CH:18]=[CH:17][CH:16]=[CH:15][CH:14]=1)=[O:10])=[O:1]. The catalyst class is: 64. (2) Reactant: C([N:3]([CH2:6][CH3:7])[CH2:4][CH3:5])C.[C:8]([OH:12])([CH3:11])([CH3:10])[CH3:9].C1C=CC(P(N=[N+]=[N-])(C2C=CC=CC=2)=[O:20])=CC=1.C[C:31]1[O:32][C:33]2C=C(C(O)=O)[CH:37]=[CH:36][C:34]=2[N:35]=1. Product: [C:8]([O:12][C:31](=[O:32])[NH:35][C:34]1[CH:33]=[CH:7][C:6]2[N:3]=[C:4]([CH3:5])[O:20][C:37]=2[CH:36]=1)([CH3:11])([CH3:10])[CH3:9]. The catalyst class is: 12. (3) Reactant: Br.[NH2:2][CH2:3][CH2:4][Br:5].[C:6](O[C:6]([O:8][C:9]([CH3:12])([CH3:11])[CH3:10])=[O:7])([O:8][C:9]([CH3:12])([CH3:11])[CH3:10])=[O:7].CCOCC.C(=O)([O-])O.[Na+]. Product: [C:9]([O:8][C:6]([NH:2][CH2:3][CH2:4][Br:5])=[O:7])([CH3:12])([CH3:11])[CH3:10]. The catalyst class is: 6. (4) The catalyst class is: 29. Product: [C:1]([N:5]1[C:9](=[O:10])[CH2:8][CH:7]([C:11]2[CH:16]=[CH:15][C:14]([CH3:17])=[CH:13][C:12]=2[F:18])[S:6]1(=[O:19])=[O:20])([CH3:4])([CH3:2])[CH3:3]. Reactant: [C:1]([N:5]1[C:9](=[O:10])[CH:8]=[C:7]([C:11]2[CH:16]=[CH:15][C:14]([CH3:17])=[CH:13][C:12]=2[F:18])[S:6]1(=[O:20])=[O:19])([CH3:4])([CH3:3])[CH3:2].[H][H].